From a dataset of Reaction yield outcomes from USPTO patents with 853,638 reactions. Predict the reaction yield, written as a fraction of the theoretical maximum amount of product (1.0 means a 100% yield; for example, 0.34 means a 34% yield). The reactants are [CH2:1]([C:8]1[N:12]=[C:11]([CH2:13][CH2:14][C:15]([OH:17])=O)[O:10][N:9]=1)[C:2]1[CH:7]=[CH:6][CH:5]=[CH:4][CH:3]=1.[CH2:18]([N:23]1[C:31]2[N:30]=[C:29]([C:32]([F:35])([F:34])[F:33])[NH:28][C:27]=2[C:26](=[O:36])[NH:25]/[C:24]/1=[N:37]\[NH2:38])[CH2:19][CH2:20][CH2:21][CH3:22].F[P-](F)(F)(F)(F)F.N1(O[P+](N(C)C)(N(C)C)N(C)C)C2C=CC=CC=2N=N1.C(N(CC)CC)C. The catalyst is CN(C=O)C.CCOC(C)=O. The product is [CH2:1]([C:8]1[N:12]=[C:11]([CH2:13][CH2:14][C:15]([NH:38]/[N:37]=[C:24]2\[NH:25][C:26](=[O:36])[C:27]3[NH:28][C:29]([C:32]([F:35])([F:34])[F:33])=[N:30][C:31]=3[N:23]\2[CH2:18][CH2:19][CH2:20][CH2:21][CH3:22])=[O:17])[O:10][N:9]=1)[C:2]1[CH:3]=[CH:4][CH:5]=[CH:6][CH:7]=1. The yield is 0.986.